From a dataset of Catalyst prediction with 721,799 reactions and 888 catalyst types from USPTO. Predict which catalyst facilitates the given reaction. (1) Reactant: Br[CH2:2][C:3]1[C:8](=[O:9])[N:7]([C:10]2[CH:15]=[CH:14][CH:13]=[C:12]([NH:16][C:17](=[O:26])[C:18]3[CH:23]=[C:22]([Cl:24])[CH:21]=[C:20]([Cl:25])[CH:19]=3)[CH:11]=2)[C:6]2[N:27]=[CH:28][CH:29]=[CH:30][C:5]=2[N:4]=1.[CH3:31][C:32]1[NH:33][CH:34]=[CH:35][N:36]=1.C(=O)([O-])O.[Na+]. Product: [CH3:31][C:32]1[N:33]([CH2:2][C:3]2[C:8](=[O:9])[N:7]([C:10]3[CH:15]=[CH:14][CH:13]=[C:12]([NH:16][C:17](=[O:26])[C:18]4[CH:23]=[C:22]([Cl:24])[CH:21]=[C:20]([Cl:25])[CH:19]=4)[CH:11]=3)[C:6]3[N:27]=[CH:28][CH:29]=[CH:30][C:5]=3[N:4]=2)[CH:34]=[CH:35][N:36]=1. The catalyst class is: 9. (2) Reactant: F[P-](F)(F)(F)(F)F.N1(O[P+](N(C)C)(N(C)C)N(C)C)C2C=CC=CC=2N=N1.[NH2:28][C:29]1[N:34]2[N:35]=[C:36]([C:38]([OH:40])=O)[CH:37]=[C:33]2[N:32]=[C:31]([C:41]2[CH:46]=[CH:45][C:44]([Cl:47])=[C:43]([Cl:48])[CH:42]=2)[CH:30]=1.[CH2:49]([NH2:56])[C:50]1[CH:55]=[CH:54][CH:53]=[CH:52][CH:51]=1.C(N(CC)CC)C. Product: [CH2:49]([NH:56][C:38]([C:36]1[CH:37]=[C:33]2[N:32]=[C:31]([C:41]3[CH:46]=[CH:45][C:44]([Cl:47])=[C:43]([Cl:48])[CH:42]=3)[CH:30]=[C:29]([NH2:28])[N:34]2[N:35]=1)=[O:40])[C:50]1[CH:55]=[CH:54][CH:53]=[CH:52][CH:51]=1. The catalyst class is: 305. (3) Product: [ClH:26].[S:15]1[CH:16]=[CH:17][C:13]([CH2:12][C@@H:9]2[CH2:10][S:7][C:6]([NH2:5])=[N:8]2)=[CH:14]1. Reactant: C([NH:5][C:6]([NH:8][C@H:9]([CH2:12][C:13]1[CH:17]=[CH:16][S:15][CH:14]=1)[CH2:10]O)=[S:7])(C)(C)C.C(O)C.C(OCC)C.[ClH:26]. The catalyst class is: 21.